From a dataset of Full USPTO retrosynthesis dataset with 1.9M reactions from patents (1976-2016). Predict the reactants needed to synthesize the given product. (1) Given the product [Cl:1][C:2]1[C:11]([CH:12]=[O:13])=[C:10]([Cl:17])[C:9]2[CH2:8][CH2:7][CH2:6][CH2:5][C:4]=2[N:3]=1, predict the reactants needed to synthesize it. The reactants are: [Cl:1][C:2]1[C:11]([C:12](OCC)=[O:13])=[C:10]([Cl:17])[C:9]2[CH2:8][CH2:7][CH2:6][CH2:5][C:4]=2[N:3]=1.[H-].C([Al+]CC(C)C)C(C)C.CO. (2) The reactants are: [Si:1]([O:18][CH2:19][C:20]1[C:25]([N:26]2[CH2:31][C@H:30]([CH3:32])[O:29][C@H:28]([CH3:33])[CH2:27]2)=[C:24]([Cl:34])[C:23]([F:35])=[CH:22][N:21]=1)([C:14]([CH3:17])([CH3:16])[CH3:15])([C:8]1[CH:13]=[CH:12][CH:11]=[CH:10][CH:9]=1)[C:2]1[CH:7]=[CH:6][CH:5]=[CH:4][CH:3]=1.[Br:36][C:37]1[S:38][C:39]([CH:42]=[O:43])=[CH:40][N:41]=1. Given the product [Br:36][C:37]1[S:38][C:39]([CH:42]([C:22]2[C:23]([F:35])=[C:24]([Cl:34])[C:25]([N:26]3[CH2:31][C@H:30]([CH3:32])[O:29][C@H:28]([CH3:33])[CH2:27]3)=[C:20]([CH2:19][O:18][Si:1]([C:14]([CH3:17])([CH3:15])[CH3:16])([C:8]3[CH:13]=[CH:12][CH:11]=[CH:10][CH:9]=3)[C:2]3[CH:3]=[CH:4][CH:5]=[CH:6][CH:7]=3)[N:21]=2)[OH:43])=[CH:40][N:41]=1, predict the reactants needed to synthesize it. (3) Given the product [CH:14]([C:11]1[CH:12]=[CH:13][C:8]([C:7]([C:6]2[C@@H:5]([C:18]3[CH:23]=[CH:22][C:21]([O:24][C:25]([F:26])([F:28])[F:27])=[CH:20][CH:19]=3)[N:4]([C:29]3[N:30]=[N:31][C:32]([CH3:35])=[CH:33][CH:34]=3)[C:3](=[O:36])[C:2]=2[NH:41][S:38]([CH3:37])(=[O:40])=[O:39])=[O:17])=[CH:9][CH:10]=1)([CH3:16])[CH3:15], predict the reactants needed to synthesize it. The reactants are: Cl[C:2]1[C:3](=[O:36])[N:4]([C:29]2[N:30]=[N:31][C:32]([CH3:35])=[CH:33][CH:34]=2)[C@H:5]([C:18]2[CH:23]=[CH:22][C:21]([O:24][C:25]([F:28])([F:27])[F:26])=[CH:20][CH:19]=2)[C:6]=1[C:7](=[O:17])[C:8]1[CH:13]=[CH:12][C:11]([CH:14]([CH3:16])[CH3:15])=[CH:10][CH:9]=1.[CH3:37][S:38]([NH2:41])(=[O:40])=[O:39]. (4) Given the product [CH2:4]([C@H:3]1[CH2:7][O:8][CH:11]([C:12]([F:15])([F:14])[F:13])[NH:2]1)[CH2:5][CH3:6], predict the reactants needed to synthesize it. The reactants are: Cl.[NH2:2][C@H:3]([CH2:7][OH:8])[CH2:4][CH2:5][CH3:6].CO[CH:11](O)[C:12]([F:15])([F:14])[F:13].C(N(CC)CC)C.O. (5) Given the product [CH2:23]([NH:22][C:20]([CH2:19][O:1][C:2]1[N:3]=[C:4]([C:8]2[CH:9]=[CH:10][C:11]([C:14]([OH:16])=[O:15])=[CH:12][CH:13]=2)[S:5][C:6]=1[CH3:7])=[O:21])[CH2:24][CH2:25][CH2:26][CH2:27][CH3:28], predict the reactants needed to synthesize it. The reactants are: [OH:1][C:2]1[N:3]=[C:4]([C:8]2[CH:13]=[CH:12][C:11]([C:14]([O:16]C)=[O:15])=[CH:10][CH:9]=2)[S:5][C:6]=1[CH3:7].Cl[CH2:19][C:20]([NH:22][CH2:23][CH2:24][CH2:25][CH2:26][CH2:27][CH3:28])=[O:21].C(=O)([O-])[O-].[K+].[K+].[I-].[K+].O.[OH-].[Li+].